Dataset: NCI-60 drug combinations with 297,098 pairs across 59 cell lines. Task: Regression. Given two drug SMILES strings and cell line genomic features, predict the synergy score measuring deviation from expected non-interaction effect. (1) Drug 2: C(CCl)NC(=O)N(CCCl)N=O. Synergy scores: CSS=9.67, Synergy_ZIP=1.23, Synergy_Bliss=0.153, Synergy_Loewe=-0.993, Synergy_HSA=0.0574. Drug 1: COC1=C2C(=CC3=C1OC=C3)C=CC(=O)O2. Cell line: HOP-62. (2) Drug 1: CCN(CC)CCNC(=O)C1=C(NC(=C1C)C=C2C3=C(C=CC(=C3)F)NC2=O)C. Drug 2: C1CN(CCN1C(=O)CCBr)C(=O)CCBr. Cell line: SK-MEL-5. Synergy scores: CSS=13.2, Synergy_ZIP=-5.23, Synergy_Bliss=3.00, Synergy_Loewe=1.85, Synergy_HSA=2.52.